Dataset: Forward reaction prediction with 1.9M reactions from USPTO patents (1976-2016). Task: Predict the product of the given reaction. (1) Given the reactants [CH3:1][CH:2]([CH3:19])[C:3]([O:5][CH2:6][CH2:7][O:8][C:9]([O:11]N1C(=O)CCC1=O)=O)=[O:4].[C:20](#[N:22])[CH3:21], predict the reaction product. The product is: [CH3:19][CH:2]([CH3:1])[C:3]([O:5][CH2:6][CH2:7][O:8][C:9](=[O:11])[NH:22][CH2:20][CH2:21][C:2]([CH3:19])([CH3:1])[CH2:3][OH:4])=[O:4]. (2) The product is: [F:24][C:4]1[CH:3]=[C:2]([NH:1][C:35]([NH:34][C:32](=[O:33])[CH2:31][C:25]2[CH:26]=[CH:27][CH:28]=[CH:29][CH:30]=2)=[O:36])[CH:23]=[CH:22][C:5]=1[O:6][C:7]1[CH:12]=[CH:11][N:10]=[C:9]([NH:13][C:14]([N:16]2[CH2:17][CH2:18][O:19][CH2:20][CH2:21]2)=[O:15])[CH:8]=1. Given the reactants [NH2:1][C:2]1[CH:23]=[CH:22][C:5]([O:6][C:7]2[CH:12]=[CH:11][N:10]=[C:9]([NH:13][C:14]([N:16]3[CH2:21][CH2:20][O:19][CH2:18][CH2:17]3)=[O:15])[CH:8]=2)=[C:4]([F:24])[CH:3]=1.[C:25]1([CH2:31][C:32]([N:34]=[C:35]=[O:36])=[O:33])[CH:30]=[CH:29][CH:28]=[CH:27][CH:26]=1, predict the reaction product. (3) Given the reactants [C:1]1([C@H:7]([CH3:13])[CH2:8][NH:9][C:10]([NH2:12])=[S:11])[CH:6]=[CH:5][CH:4]=[CH:3][CH:2]=1.Br[CH:15]([CH:19]([CH3:21])[CH3:20])[C:16](O)=[O:17], predict the reaction product. The product is: [CH:19]([C@@H:15]1[S:11][C:10]([NH:9][CH2:8][C@H:7]([C:1]2[CH:6]=[CH:5][CH:4]=[CH:3][CH:2]=2)[CH3:13])=[N:12][C:16]1=[O:17])([CH3:21])[CH3:20]. (4) Given the reactants [CH3:1][O:2][C:3]([C:5]1[N:6]([CH2:23][C:24]2[CH:29]=[CH:28][C:27]([S:30](=[O:33])(=[O:32])[NH2:31])=[CH:26][CH:25]=2)[C:7](=[O:22])[C:8]2[C:13]([C:14]=1[C:15]1[CH:20]=[CH:19][CH:18]=[CH:17][CH:16]=1)=[CH:12][C:11]([Br:21])=[CH:10][CH:9]=2)=[O:4].[C:34](=O)([O-])[O-].[K+].[K+].CI, predict the reaction product. The product is: [CH3:1][O:2][C:3]([C:5]1[N:6]([CH2:23][C:24]2[CH:25]=[CH:26][C:27]([S:30](=[O:33])(=[O:32])[NH:31][CH3:34])=[CH:28][CH:29]=2)[C:7](=[O:22])[C:8]2[C:13]([C:14]=1[C:15]1[CH:16]=[CH:17][CH:18]=[CH:19][CH:20]=1)=[CH:12][C:11]([Br:21])=[CH:10][CH:9]=2)=[O:4].